From a dataset of Forward reaction prediction with 1.9M reactions from USPTO patents (1976-2016). Predict the product of the given reaction. (1) Given the reactants [S:1]1[C:5]2[CH:6]=[C:7]([N:10]3[CH2:14][CH2:13][N:12]([C:15]4[CH:16]=[N:17][CH:18]=[CH:19][C:20]=4Cl)[C:11]3=[O:22])[CH:8]=[CH:9][C:4]=2[N:3]=[CH:2]1.[OH-].[K+].C([O-])([O-])=O.[K+].[K+].[CH3:31][N:32]1[CH2:36][CH2:35][CH2:34][CH:33]1[CH2:37][OH:38], predict the reaction product. The product is: [S:1]1[C:5]2[CH:6]=[C:7]([N:10]3[CH2:14][CH2:13][N:12]([C:15]4[CH:16]=[N:17][CH:18]=[CH:19][C:20]=4[O:38][CH2:37][CH:33]4[CH2:34][CH2:35][CH2:36][N:32]4[CH3:31])[C:11]3=[O:22])[CH:8]=[CH:9][C:4]=2[N:3]=[CH:2]1. (2) Given the reactants FC(F)(F)C(O)=O.[C:8]([C:10]1[CH:11]=[C:12]([C:20]2[S:24][C:23]([C:25]3[CH:26]=[C:27]4[C:32](=[CH:33][CH:34]=3)[CH2:31][N:30](C(OC(C)(C)C)=O)[CH2:29][CH2:28]4)=[N:22][N:21]=2)[CH:13]=[CH:14][C:15]=1[O:16][CH:17]([CH3:19])[CH3:18])#[N:9], predict the reaction product. The product is: [CH3:19][CH:17]([O:16][C:15]1[CH:14]=[CH:13][C:12]([C:20]2[S:24][C:23]([C:25]3[CH:26]=[C:27]4[C:32](=[CH:33][CH:34]=3)[CH2:31][NH:30][CH2:29][CH2:28]4)=[N:22][N:21]=2)=[CH:11][C:10]=1[C:8]#[N:9])[CH3:18].